Dataset: Forward reaction prediction with 1.9M reactions from USPTO patents (1976-2016). Task: Predict the product of the given reaction. (1) Given the reactants [F:1][C:2]1[CH:23]=[CH:22][C:5]([CH2:6][NH:7][C:8]([C:10]2[S:18][C:17]3[N:12]([C:13](=[O:21])[NH:14][C:15](=[O:20])[C:16]=3[CH3:19])[CH:11]=2)=[O:9])=[CH:4][CH:3]=1.[CH3:24][O:25][C:26](=[O:36])[C:27]1[CH:32]=[CH:31][C:30]([CH2:33]Br)=[CH:29][C:28]=1[CH3:35], predict the reaction product. The product is: [CH3:24][O:25][C:26](=[O:36])[C:27]1[CH:32]=[CH:31][C:30]([CH2:33][N:14]2[C:15](=[O:20])[C:16]([CH3:19])=[C:17]3[S:18][C:10]([C:8](=[O:9])[NH:7][CH2:6][C:5]4[CH:4]=[CH:3][C:2]([F:1])=[CH:23][CH:22]=4)=[CH:11][N:12]3[C:13]2=[O:21])=[CH:29][C:28]=1[CH3:35]. (2) Given the reactants C(N(CC)C(C)C)(C)C.F[B-](F)(F)F.N1(OC(N(C)C)=[N+](C)C)C2C=CC=CC=2N=N1.[OH:32][C:33]1[CH:62]=[CH:61][C:36]([CH2:37][NH:38][C:39]2[N:44]=[C:43]([O:45][CH2:46][C:47]([F:50])([F:49])[F:48])[N:42]=[C:41]([NH:51][C:52]3[CH:60]=[CH:59][C:55]([C:56](O)=[O:57])=[CH:54][CH:53]=3)[N:40]=2)=[CH:35][CH:34]=1.[NH2:63][CH2:64][CH:65]([OH:80])[CH2:66][N:67]1[CH2:72][CH2:71][N:70]([C:73]([O:75][C:76]([CH3:79])([CH3:78])[CH3:77])=[O:74])[CH2:69][CH2:68]1, predict the reaction product. The product is: [OH:80][CH:65]([CH2:64][NH:63][C:56](=[O:57])[C:55]1[CH:59]=[CH:60][C:52]([NH:51][C:41]2[N:40]=[C:39]([NH:38][CH2:37][C:36]3[CH:61]=[CH:62][C:33]([OH:32])=[CH:34][CH:35]=3)[N:44]=[C:43]([O:45][CH2:46][C:47]([F:49])([F:50])[F:48])[N:42]=2)=[CH:53][CH:54]=1)[CH2:66][N:67]1[CH2:72][CH2:71][N:70]([C:73]([O:75][C:76]([CH3:77])([CH3:79])[CH3:78])=[O:74])[CH2:69][CH2:68]1. (3) Given the reactants [CH3:1][O:2][CH2:3][CH2:4][O:5][C:6]1[CH:11]=[CH:10][C:9]([NH:12][C:13]2[C:18]([N+:19]([O-])=O)=[CH:17][N:16]=[C:15]([NH:22][C:23]3[CH:24]=[N:25][N:26]([CH:28]4[CH2:33][CH2:32][N:31]([CH3:34])[CH2:30][CH2:29]4)[CH:27]=3)[N:14]=2)=[CH:8][CH:7]=1, predict the reaction product. The product is: [CH3:1][O:2][CH2:3][CH2:4][O:5][C:6]1[CH:11]=[CH:10][C:9]([NH:12][C:13]2[C:18]([NH2:19])=[CH:17][N:16]=[C:15]([NH:22][C:23]3[CH:24]=[N:25][N:26]([CH:28]4[CH2:33][CH2:32][N:31]([CH3:34])[CH2:30][CH2:29]4)[CH:27]=3)[N:14]=2)=[CH:8][CH:7]=1. (4) Given the reactants [C:1]1([C:7]([C:9]2[N:10]=[C:11]3[CH:16]=[CH:15][C:14](B4OC(C)(C)C(C)(C)O4)=[CH:13][N:12]3[CH:26]=2)=[O:8])[CH:6]=[CH:5][CH:4]=[CH:3][CH:2]=1.I[C:28]1[CH:33]=[CH:32][CH:31]=[CH:30][N:29]=1.C(=O)([O-])[O-].[Na+].[Na+].C1(C)C=CC=CC=1, predict the reaction product. The product is: [C:1]1([C:7]([C:9]2[N:10]=[C:11]3[CH:16]=[CH:15][C:14]([C:28]4[CH:33]=[CH:32][CH:31]=[CH:30][N:29]=4)=[CH:13][N:12]3[CH:26]=2)=[O:8])[CH:2]=[CH:3][CH:4]=[CH:5][CH:6]=1. (5) Given the reactants [F:1][CH:2]([F:29])[CH2:3][O:4][C:5]1[CH:10]=[CH:9][CH:8]=[CH:7][C:6]=1[C:11](=[O:28])[CH2:12][CH2:13][C:14]1[N:15]=[C:16]([C:19]2[CH:24]=[CH:23][C:22]([O:25][CH3:26])=[C:21]([OH:27])[CH:20]=2)[O:17][CH:18]=1.[CH2:30](Br)[CH:31]([CH3:33])[CH3:32], predict the reaction product. The product is: [F:29][CH:2]([F:1])[CH2:3][O:4][C:5]1[CH:10]=[CH:9][CH:8]=[CH:7][C:6]=1[C:11](=[O:28])[CH2:12][CH2:13][C:14]1[N:15]=[C:16]([C:19]2[CH:24]=[CH:23][C:22]([O:25][CH3:26])=[C:21]([O:27][CH2:30][CH:31]([CH3:33])[CH3:32])[CH:20]=2)[O:17][CH:18]=1. (6) Given the reactants [OH:1][NH:2][C:3]([C:5]1[C:10]([CH3:11])=[CH:9][CH:8]=[CH:7][N:6]=1)=[NH:4].[C:12]1([C:22](O)=O)[C:21]2[C:16](=[CH:17][CH:18]=[CH:19][CH:20]=2)[CH:15]=[CH:14][CH:13]=1, predict the reaction product. The product is: [CH3:11][C:10]1[C:5]([C:3]2[N:4]=[C:22]([C:12]3[C:21]4[C:16](=[CH:17][CH:18]=[CH:19][CH:20]=4)[CH:15]=[CH:14][CH:13]=3)[O:1][N:2]=2)=[N:6][CH:7]=[CH:8][CH:9]=1.